This data is from Forward reaction prediction with 1.9M reactions from USPTO patents (1976-2016). The task is: Predict the product of the given reaction. (1) The product is: [Cl:1][CH2:2][C:3]1[C:8]([C:9]([O:11][CH3:12])=[O:10])=[CH:7][CH:6]=[CH:5][N+:4]=1[O-:21]. Given the reactants [Cl:1][CH2:2][C:3]1[C:8]([C:9]([O:11][CH3:12])=[O:10])=[CH:7][CH:6]=[CH:5][N:4]=1.C1C=C(Cl)C=C(C(OO)=[O:21])C=1.C(=O)(O)[O-].[Na+], predict the reaction product. (2) Given the reactants [OH:1][C:2]1[CH:7]=[CH:6][C:5]([CH2:8][CH2:9][N:10]2[CH2:15][CH2:14][N:13]([C:16]([O:18][C:19]([CH3:22])([CH3:21])[CH3:20])=[O:17])[CH2:12][CH2:11]2)=[CH:4][CH:3]=1.C(=O)([O-])[O-].[K+].[K+].Br[CH2:30][CH2:31][CH2:32][Cl:33], predict the reaction product. The product is: [Cl:33][CH2:32][CH2:31][CH2:30][O:1][C:2]1[CH:3]=[CH:4][C:5]([CH2:8][CH2:9][N:10]2[CH2:11][CH2:12][N:13]([C:16]([O:18][C:19]([CH3:22])([CH3:21])[CH3:20])=[O:17])[CH2:14][CH2:15]2)=[CH:6][CH:7]=1.